Dataset: HIV replication inhibition screening data with 41,000+ compounds from the AIDS Antiviral Screen. Task: Binary Classification. Given a drug SMILES string, predict its activity (active/inactive) in a high-throughput screening assay against a specified biological target. The drug is CN(O)C(=S)c1ccccc1. The result is 0 (inactive).